Regression. Given two drug SMILES strings and cell line genomic features, predict the synergy score measuring deviation from expected non-interaction effect. From a dataset of NCI-60 drug combinations with 297,098 pairs across 59 cell lines. (1) Drug 1: C1=CC(=CC=C1C#N)C(C2=CC=C(C=C2)C#N)N3C=NC=N3. Drug 2: C1=NC2=C(N1)C(=S)N=CN2. Cell line: KM12. Synergy scores: CSS=38.4, Synergy_ZIP=-8.21, Synergy_Bliss=-2.47, Synergy_Loewe=-2.35, Synergy_HSA=0.518. (2) Drug 1: C1CN1P(=S)(N2CC2)N3CC3. Drug 2: C1CNP(=O)(OC1)N(CCCl)CCCl. Cell line: CCRF-CEM. Synergy scores: CSS=49.6, Synergy_ZIP=-0.164, Synergy_Bliss=-0.205, Synergy_Loewe=-35.8, Synergy_HSA=-0.256. (3) Drug 1: CC1C(C(CC(O1)OC2CC(CC3=C2C(=C4C(=C3O)C(=O)C5=C(C4=O)C(=CC=C5)OC)O)(C(=O)CO)O)N)O.Cl. Drug 2: C1=CC=C(C(=C1)C(C2=CC=C(C=C2)Cl)C(Cl)Cl)Cl. Cell line: SK-MEL-5. Synergy scores: CSS=18.5, Synergy_ZIP=8.18, Synergy_Bliss=17.5, Synergy_Loewe=-26.7, Synergy_HSA=-2.15. (4) Drug 1: CC12CCC3C(C1CCC2=O)CC(=C)C4=CC(=O)C=CC34C. Drug 2: C1=NC2=C(N=C(N=C2N1C3C(C(C(O3)CO)O)O)F)N. Cell line: SNB-19. Synergy scores: CSS=36.2, Synergy_ZIP=-7.59, Synergy_Bliss=-8.44, Synergy_Loewe=-14.7, Synergy_HSA=-7.55. (5) Drug 1: CC12CCC3C(C1CCC2=O)CC(=C)C4=CC(=O)C=CC34C. Drug 2: CCC1(CC2CC(C3=C(CCN(C2)C1)C4=CC=CC=C4N3)(C5=C(C=C6C(=C5)C78CCN9C7C(C=CC9)(C(C(C8N6C)(C(=O)OC)O)OC(=O)C)CC)OC)C(=O)OC)O.OS(=O)(=O)O. Cell line: A498. Synergy scores: CSS=39.8, Synergy_ZIP=-5.51, Synergy_Bliss=-2.74, Synergy_Loewe=-5.26, Synergy_HSA=-0.908. (6) Drug 1: C1CC(=O)NC(=O)C1N2CC3=C(C2=O)C=CC=C3N. Drug 2: C1=NC2=C(N1)C(=S)N=C(N2)N. Cell line: MDA-MB-231. Synergy scores: CSS=36.6, Synergy_ZIP=-6.89, Synergy_Bliss=0.972, Synergy_Loewe=-19.7, Synergy_HSA=2.47. (7) Drug 1: CC1C(C(CC(O1)OC2CC(CC3=C2C(=C4C(=C3O)C(=O)C5=C(C4=O)C(=CC=C5)OC)O)(C(=O)CO)O)N)O.Cl. Drug 2: CC1C(C(CC(O1)OC2CC(CC3=C2C(=C4C(=C3O)C(=O)C5=C(C4=O)C(=CC=C5)OC)O)(C(=O)CO)O)N)O.Cl. Cell line: RXF 393. Synergy scores: CSS=55.8, Synergy_ZIP=-2.34, Synergy_Bliss=2.22, Synergy_Loewe=4.19, Synergy_HSA=5.04. (8) Drug 1: C1CCC(CC1)NC(=O)N(CCCl)N=O. Drug 2: CS(=O)(=O)CCNCC1=CC=C(O1)C2=CC3=C(C=C2)N=CN=C3NC4=CC(=C(C=C4)OCC5=CC(=CC=C5)F)Cl. Cell line: NCI-H322M. Synergy scores: CSS=28.9, Synergy_ZIP=-3.74, Synergy_Bliss=1.85, Synergy_Loewe=-16.3, Synergy_HSA=1.66.